The task is: Regression. Given a peptide amino acid sequence and an MHC pseudo amino acid sequence, predict their binding affinity value. This is MHC class II binding data.. This data is from Peptide-MHC class II binding affinity with 134,281 pairs from IEDB. (1) The peptide sequence is KCEFQDAYVLLSEKK. The MHC is DRB1_0901 with pseudo-sequence DRB1_0901. The binding affinity (normalized) is 0.518. (2) The peptide sequence is EKKYFAATQEEPLAA. The MHC is HLA-DPA10201-DPB10101 with pseudo-sequence HLA-DPA10201-DPB10101. The binding affinity (normalized) is 0.846. (3) The peptide sequence is GSHEVNGTWMIHTLE. The MHC is HLA-DQA10303-DQB10402 with pseudo-sequence HLA-DQA10303-DQB10402. The binding affinity (normalized) is 0.495. (4) The peptide sequence is EFQVVNPHLLRVLTE. The MHC is DRB5_0101 with pseudo-sequence DRB5_0101. The binding affinity (normalized) is 0.545. (5) The peptide sequence is GLNITGVTCGPGHGI. The MHC is HLA-DQA10102-DQB10602 with pseudo-sequence HLA-DQA10102-DQB10602. The binding affinity (normalized) is 0.631. (6) The peptide sequence is LQEIPTMLKKGMTTV. The MHC is DRB1_1101 with pseudo-sequence DRB1_1101. The binding affinity (normalized) is 0.607. (7) The MHC is HLA-DQA10201-DQB10303 with pseudo-sequence HLA-DQA10201-DQB10303. The peptide sequence is GKEELQEIPTMLKKG. The binding affinity (normalized) is 0. (8) The peptide sequence is ETADELAALLAAVQA. The MHC is HLA-DQA10101-DQB10501 with pseudo-sequence HLA-DQA10101-DQB10501. The binding affinity (normalized) is 0.151. (9) The peptide sequence is VFNYETETTSVIPAA. The MHC is HLA-DQA10102-DQB10602 with pseudo-sequence HLA-DQA10102-DQB10602. The binding affinity (normalized) is 0.622.